From a dataset of Experimentally validated miRNA-target interactions with 360,000+ pairs, plus equal number of negative samples. Binary Classification. Given a miRNA mature sequence and a target amino acid sequence, predict their likelihood of interaction. (1) The miRNA is hsa-miR-6847-3p with sequence GGCUCAUGUGUCUGUCCUCUUC. The protein sequence of the target gene is MATLQLLRAPLLCVLLWVFCAPGARAHDHGADVHHGSVGLDKSTVHDQEHIMEHLEGVIDQPEAEMSPQELQLHYFKMHDYDGNSLLDGLELSIAITHVHKEEGSEQAPVMSEDELVSIIDGVLRDDDKNNDGYIDYAEFAKSLQ. Result: 0 (no interaction). (2) The miRNA is hsa-miR-6754-5p with sequence CCAGGGAGGCUGGUUUGGAGGA. The protein sequence of the target gene is MGRGSGTFERLLDKATSQLLLETDWESILQICDLIRQGDTQAKYAVNSIKKKVNDKNPHVALYALEVMESVVKNCGQTVHDEVANKQTMEELKDLLKRQVEVNVRNKILYLIQAWAHAFRNEPKYKVVQDTYQIMKVEGHVFPEFKESDAMFAAERAPDWVDAEECHRCRVQFGVMTRKHHCRACGQIFCGKCSSKYSTIPKFGIEKEVRVCEPCYEQLNRKAEGKATSTTELPPEYLTSPLSQQSQLPPKRDETALQEEEELQLALALSQSEAEEKERLRQKSTYTSYPKAEPMPSASS.... Result: 1 (interaction). (3) The protein sequence of the target gene is MSATLILEPPGRCCWNEPVRIAVRGLAPEQRVTLRASLRDEKGALFRAHARYCADARGELDLERAPALGGSFAGLEPMGLLWALEPEKPFWRFLKRDVQIPFVVELEVLDGHDPEPGRLLCQAQHERHFLPPGVRRQSVRAGRVRATLFLPPGPGPFPGIIDIFGIGGGLLEYRASLLAGHGFATLALAYYNFEDLPNNMDNISLEYFEEAVCYMLQHPQVKGPGIGLLGISLGADICLSMASFLKNVSATVSINGSGISGNTAINYKHSSIPPLGYDLRRIKVAFSGLVDIVDIRNALV.... The miRNA is hsa-miR-6841-5p with sequence UAGGGUACUCAGAGCAAGUUGU. Result: 0 (no interaction). (4) The miRNA is hsa-miR-153-5p with sequence UCAUUUUUGUGAUGUUGCAGCU. The protein sequence of the target gene is MATAASNHYSLLTSSASIVHAEPPGGMQQGAGGYREAQSLVQGDYGALQSNGHPLSHAHQWITALSHGGGGGGGGGGGGGGGGGGGGGDGSPWSTSPLGQPDIKPSVVVQQGGRGDELHGPGALQQQHQQQQQQQQQQQQQQQQQQQQQRPPHLVHHAANHHPGPGAWRSAAAAAHLPPSMGASNGGLLYSQPSFTVNGMLGAGGQPAGLHHHGLRDAHDEPHHADHHPHPHSHPHQQPPPPPPPQGPPGHPGAHHDPHSDEDTPTSDDLEQFAKQFKQRRIKLGFTQADVGLALGTLYG.... Result: 1 (interaction). (5) The protein sequence of the target gene is MAMVTGGWGGPGGDTNGVDKAGGYPRAAEDDSASPPGAASDAEPGDEERPGLQVDCVVCGDKSSGKHYGVFTCEGCKSFFKRSIRRNLSYTCRSNRDCQIDQHHRNQCQYCRLKKCFRVGMRKEAVQRGRIPHSLPGAVAASSGSPPGSALAAVASGGDLFPGQPVSELIAQLLRAEPYPAAAGRFGAGGGAAGAVLGIDNVCELAARLLFSTVEWARHAPFFPELPVADQVALLRLSWSELFVLNAAQAALPLHTAPLLAAAGLHAAPMAAERAVAFMDQVRAFQEQVDKLGRLQVDSA.... The miRNA is hsa-miR-4677-3p with sequence UCUGUGAGACCAAAGAACUACU. Result: 1 (interaction). (6) The miRNA is hsa-miR-924 with sequence AGAGUCUUGUGAUGUCUUGC. The protein sequence of the target gene is MAGAWLRWGLLLWAGLLASSAHGRLRRITYVVHPGPGLAAGALPLSGPPRSRTFNVALNARYSRSSAAAGAPSRASPGVPSERTRRTSKPGGAALQGLRPPPPPPPEPARPAVPGGQLHPNPGGHPAAAPFTKQGRQVVRSKVPQETQSGGGSRLQVHQKQQLQGVNVCGGRCCHGWSKAPGSQRCTKPSCVPPCQNGGMCLRPQLCVCKPGTKGKACETIAAQDTSSPVFGGQSPGAASSWGPPEQAAKHTSSKKADTLPRVSPVAQMTLTLKPKPSVGLPQQIHSQVTPLSSQSVVIH.... Result: 0 (no interaction). (7) The miRNA is mmu-miR-5135 with sequence AGGUCUAGGUGGCAAGGGCGUCCU. The protein sequence of the target gene is MCSDFRRAESGTELLARLEGRSSLKELEPNLFADEDSPVHGDIFEFHGPEGTGKTEMLYHLTARCILPKSEGGLQIEVLFIDTDYHFDMLRLVTVLEHRLSQSSEEAMKLCLARLFLAYCSSSMQLLLTLHSLEALLCSRPSLCLLIVDSLSSFYWIDRVSGGESVALQESTLQKCSQLLERLVTEYRLLLFATTQSLMQKGSDSADGPSSSKHPCDGDMGYRAYLCKAWQRVVKHRVIFSRDDEAKSSRFSLVSRHLKSNSLKKHSFMVRESGVEFC. Result: 1 (interaction). (8) The miRNA is hsa-miR-7156-5p with sequence UUGUUCUCAAACUGGCUGUCAGA. The protein sequence of the target gene is MVLRSHPFPRQDRPQGSVPRAVPGSPVGPSTSTHSEDRHGPSSSVGTVIGTGTGGLVEAGGQPQPRSSETNGSPSPDPPPGLRGEGTREKSLDPLPQAAMPRGPAQPPAQRPPGPAASSSARRSQPVPQLRKRSRCEIAPSSEQEVRPAASGDPQGEAPGEGGSPAGRSGALTEKQEEARKLMVFLQRPGGWGVVEGPRKPSSRALEPATAAALRRRLDLGSCLDVLAFAQQHGEPGLAQETYALMSDNLLRVLGDPCLYRRLSAADRERILSLRTGRGRAVLGVLVLPSLYQGGRSGLP.... Result: 0 (no interaction). (9) The miRNA is hsa-miR-550a-3p with sequence UGUCUUACUCCCUCAGGCACAU. The protein sequence of the target gene is MEAETGSSVETGKKANRGTRIALVVFVGGTLVLGTILFLVSQGLLSLQAKQEYCLKPECIEAAAAILSKVNLSVDPCDNFFRFACDGWISNNPIPEDMPSYGVYPWLRHNVDLKLKELLEKSISRRRDTEAIQKAKILYSSCMNEKAIEKADAKPLLHILRHSPFRWPVLESNIGPEGVWSERKFSLLQTLATFRGQYSNSVFIRLYVSPDDKASNEHILKLDQATLSLAVREDYLDNSTEAKSYRDALYKFMVDTAVLLGANSSRAEHDMKSVLRLEIKIAEIMIPHENRTSEAMYNKM.... Result: 0 (no interaction).